Task: Predict the reactants needed to synthesize the given product.. Dataset: Full USPTO retrosynthesis dataset with 1.9M reactions from patents (1976-2016) (1) The reactants are: [H-].[Na+].[NH:3]1[CH:7]=[N:6][CH:5]=[N:4]1.[Cl:8][C:9]1[C:14]([C:15]2[C:20]([F:21])=[CH:19][C:18]([F:22])=[CH:17][C:16]=2[F:23])=[C:13]([N:24]2[CH2:29][CH2:28][CH2:27][CH:26]([CH3:30])[O:25]2)[N:12]=[C:11](S(C)(=O)=O)[N:10]=1.C(OC)(C)(C)C. Given the product [Cl:8][C:9]1[C:14]([C:15]2[C:20]([F:21])=[CH:19][C:18]([F:22])=[CH:17][C:16]=2[F:23])=[C:13]([N:24]2[CH2:29][CH2:28][CH2:27][CH:26]([CH3:30])[O:25]2)[N:12]=[C:11]([N:3]2[CH:7]=[N:6][CH:5]=[N:4]2)[N:10]=1, predict the reactants needed to synthesize it. (2) Given the product [Cl:12][C:13]1[CH:23]=[CH:22][C:16]2[C:17]([NH:20][CH3:21])=[N:18][O:19][C:15]=2[C:14]=1[I:25], predict the reactants needed to synthesize it. The reactants are: N12CCCN=C1CCCCC2.[Cl:12][C:13]1[CH:23]=[CH:22][C:16]([C:17]([NH:20][CH3:21])=[N:18][OH:19])=[C:15](F)[C:14]=1[I:25].